The task is: Predict the reaction yield, written as a fraction of the theoretical maximum amount of product (1.0 means a 100% yield; for example, 0.34 means a 34% yield).. This data is from Reaction yield outcomes from USPTO patents with 853,638 reactions. (1) The reactants are Cl.[F:2][C:3]1[CH:11]=[CH:10][CH:9]=[CH:8][C:4]=1[C:5]([NH2:7])=[NH:6].[CH2:15]1[O:14][C:16](O)([CH2:18]O)[CH2:15][O:14][C:16]1(O)[CH2:18]O.[Cl-].[NH4+].N. The catalyst is O. The product is [F:2][C:3]1[CH:11]=[CH:10][CH:9]=[CH:8][C:4]=1[C:5]1[NH:7][CH:18]=[C:16]([CH2:15][OH:14])[N:6]=1. The yield is 0.510. (2) The reactants are [CH2:1]([C:3]1([CH2:24][CH3:25])[CH2:12][C:11]([CH3:14])([CH3:13])[C:10]2[C:5](=[C:6]([CH:21]([CH3:23])[CH3:22])[CH:7]=[C:8]([C:15]#[C:16][Si](C)(C)C)[CH:9]=2)[O:4]1)[CH3:2].C(=O)([O-])[O-].[K+].[K+]. The product is [CH2:24]([C:3]1([CH2:1][CH3:2])[CH2:12][C:11]([CH3:14])([CH3:13])[C:10]2[C:5](=[C:6]([CH:21]([CH3:23])[CH3:22])[CH:7]=[C:8]([C:15]#[CH:16])[CH:9]=2)[O:4]1)[CH3:25]. The catalyst is CO. The yield is 0.960. (3) The reactants are C([O:3][C:4](=[O:41])[CH2:5][NH:6][C:7]1[CH:12]=[CH:11][C:10]([Cl:13])=[CH:9][C:8]=1[C:14](=[O:40])[N:15]([CH2:29][C:30]1[CH:35]=[CH:34][C:33]([C:36]([CH3:39])([CH3:38])[CH3:37])=[CH:32][CH:31]=1)[CH2:16][CH2:17][C:18]1[CH:23]=[CH:22][CH:21]=[C:20]([O:24][C:25]([F:28])([F:27])[F:26])[CH:19]=1)C.Cl.O. The catalyst is CO.[OH-].[Na+]. The product is [C:36]([C:33]1[CH:32]=[CH:31][C:30]([CH2:29][N:15]([CH2:16][CH2:17][C:18]2[CH:23]=[CH:22][CH:21]=[C:20]([O:24][C:25]([F:27])([F:28])[F:26])[CH:19]=2)[C:14]([C:8]2[CH:9]=[C:10]([Cl:13])[CH:11]=[CH:12][C:7]=2[NH:6][CH2:5][C:4]([OH:41])=[O:3])=[O:40])=[CH:35][CH:34]=1)([CH3:39])([CH3:37])[CH3:38]. The yield is 0.790. (4) The reactants are [Br:1][C:2]1[C:3](F)=[C:4]2[C:10]([NH:11][C:12](=[O:20])[C:13]3[CH:18]=[CH:17][CH:16]=[C:15]([F:19])[CH:14]=3)=[CH:9][NH:8][C:5]2=[N:6][CH:7]=1.[NH:22]1[CH2:27][CH2:26][CH2:25][C@@H:24]([NH:28][C:29](=[O:35])[O:30][C:31]([CH3:34])([CH3:33])[CH3:32])[CH2:23]1.CC#N.O. The catalyst is CCCCO. The product is [Br:1][C:2]1[C:3]([N:22]2[CH2:27][CH2:26][CH2:25][C@@H:24]([NH:28][C:29](=[O:35])[O:30][C:31]([CH3:33])([CH3:32])[CH3:34])[CH2:23]2)=[C:4]2[C:10]([NH:11][C:12](=[O:20])[C:13]3[CH:18]=[CH:17][CH:16]=[C:15]([F:19])[CH:14]=3)=[CH:9][NH:8][C:5]2=[N:6][CH:7]=1. The yield is 0.270. (5) The reactants are C[O:2][C:3](=[O:36])[C@H:4]([CH2:16][C:17]1[CH:22]=[CH:21][C:20]([C:23]2[C:24](=[O:35])[N:25]([CH3:34])[C:26]([CH3:33])=[CH:27][C:28]=2[C:29]([F:32])([F:31])[F:30])=[CH:19][CH:18]=1)[NH:5][C:6]([C:8]1[C:13]([Cl:14])=[CH:12][CH:11]=[CH:10][C:9]=1[Cl:15])=[O:7].[OH-].[Na+]. The catalyst is C(O)C. The product is [Cl:15][C:9]1[CH:10]=[CH:11][CH:12]=[C:13]([Cl:14])[C:8]=1[C:6]([NH:5][C@H:4]([C:3]([OH:36])=[O:2])[CH2:16][C:17]1[CH:18]=[CH:19][C:20]([C:23]2[C:24](=[O:35])[N:25]([CH3:34])[C:26]([CH3:33])=[CH:27][C:28]=2[C:29]([F:31])([F:32])[F:30])=[CH:21][CH:22]=1)=[O:7]. The yield is 0.920. (6) The reactants are [CH3:1][O:2][C:3]([C:5]1[CH:6]=[C:7]2[C:11](=[CH:12][CH:13]=1)[NH:10][N:9]=[CH:8]2)=[O:4].[H-].[Na+].[CH2:16]([O:20][C:21]1[CH:32]=[CH:31][C:30]([O:33][C:34]([F:37])([F:36])[F:35])=[CH:29][C:22]=1[CH2:23]OS(C)(=O)=O)[CH:17]([CH3:19])[CH3:18]. The catalyst is CN(C=O)C. The product is [CH3:1][O:2][C:3]([C:5]1[CH:6]=[C:7]2[C:11](=[CH:12][CH:13]=1)[N:10]([CH2:23][C:22]1[CH:29]=[C:30]([O:33][C:34]([F:35])([F:36])[F:37])[CH:31]=[CH:32][C:21]=1[O:20][CH2:16][CH:17]([CH3:19])[CH3:18])[N:9]=[CH:8]2)=[O:4]. The yield is 0.590. (7) The reactants are Br[C:2]1[CH:3]=[CH:4][C:5]([Cl:8])=[N:6][CH:7]=1.[N:9]1([CH2:15][C@H:16]2[NH:20][C:19](=[O:21])[CH2:18][CH2:17]2)[CH2:14][CH2:13][CH2:12][CH2:11][CH2:10]1.C(=O)([O-])[O-].[Cs+].[Cs+]. The catalyst is O1CCOCC1.[Pd].[Pd].C(=CC(C=CC1C=CC=CC=1)=O)C1C=CC=CC=1.C(=CC(C=CC1C=CC=CC=1)=O)C1C=CC=CC=1.C(=CC(C=CC1C=CC=CC=1)=O)C1C=CC=CC=1. The product is [Cl:8][C:5]1[N:6]=[CH:7][C:2]([N:20]2[C@H:16]([CH2:15][N:9]3[CH2:10][CH2:11][CH2:12][CH2:13][CH2:14]3)[CH2:17][CH2:18][C:19]2=[O:21])=[CH:3][CH:4]=1. The yield is 0.440.